Task: Predict the reactants needed to synthesize the given product.. Dataset: Full USPTO retrosynthesis dataset with 1.9M reactions from patents (1976-2016) Given the product [Cl:1][C:2]1[C:3]([CH3:19])=[CH:4][C:5]2[N:18]=[C:26]3[C:24]([N:8]([CH2:9][CH2:10][CH2:11][C:12]4[CH:17]=[CH:16][CH:15]=[CH:14][CH:13]=4)[C:6]=2[CH:7]=1)=[N:23][C:21](=[O:22])[NH:20][C:28]3=[O:29], predict the reactants needed to synthesize it. The reactants are: [Cl:1][C:2]1[CH:7]=[C:6]([NH:8][CH2:9][CH2:10][CH2:11][C:12]2[CH:17]=[CH:16][CH:15]=[CH:14][CH:13]=2)[C:5]([NH2:18])=[CH:4][C:3]=1[CH3:19].[NH:20]1[C:28](=[O:29])[C:26](=O)[C:24](=O)[NH:23][C:21]1=[O:22].B(O)(O)O.